The task is: Predict the product of the given reaction.. This data is from Forward reaction prediction with 1.9M reactions from USPTO patents (1976-2016). (1) The product is: [CH2:28]([C:25]1[CH:26]=[CH:27][C:22]([N:16]2[CH2:15][CH2:14][N:13]([C:8]3[C:9]([CH3:12])=[C:10]([CH3:11])[C:4]4[O:3][C:2]([CH3:20])([CH3:1])[CH2:6][C:5]=4[C:7]=3[CH3:19])[CH2:18][CH2:17]2)=[CH:23][CH:24]=1)[CH3:29]. Given the reactants [CH3:1][C:2]1([CH3:20])[CH2:6][C:5]2[C:7]([CH3:19])=[C:8]([N:13]3[CH2:18][CH2:17][NH:16][CH2:15][CH2:14]3)[C:9]([CH3:12])=[C:10]([CH3:11])[C:4]=2[O:3]1.Br[C:22]1[CH:27]=[CH:26][C:25]([CH2:28][CH3:29])=[CH:24][CH:23]=1, predict the reaction product. (2) Given the reactants O=[C:2]1[CH2:7][CH2:6][N:5]([C:8]([O:10][C:11]([CH3:14])([CH3:13])[CH3:12])=[O:9])[CH2:4][CH:3]1[C:15]([O:17]C)=O.[Br:19][C:20]1[CH:25]=[CH:24][C:23]([NH:26][C:27]([NH2:29])=[NH:28])=[CH:22][CH:21]=1.[O-]CC.[Na+], predict the reaction product. The product is: [Br:19][C:20]1[CH:21]=[CH:22][C:23]([NH:26][C:27]2[N:28]=[C:15]([OH:17])[C:3]3[CH2:4][N:5]([C:8]([O:10][C:11]([CH3:12])([CH3:13])[CH3:14])=[O:9])[CH2:6][CH2:7][C:2]=3[N:29]=2)=[CH:24][CH:25]=1. (3) Given the reactants [CH2:1]([NH:3][CH2:4][CH3:5])[CH3:2].[CH2:6](O)[C:7]#[CH:8].[C:10]([CH2:12][C:13]([O:15][CH2:16][CH2:17][CH2:18][CH2:19][CH2:20][CH2:21][CH2:22][CH3:23])=[O:14])#[N:11].C(O)(=O)C, predict the reaction product. The product is: [C:10](/[C:12](=[CH:6]\[CH:7]=[CH:8]\[N:3]([CH2:4][CH3:5])[CH2:1][CH3:2])/[C:13]([O:15][CH2:16][CH2:17][CH2:18][CH2:19][CH2:20][CH2:21][CH2:22][CH3:23])=[O:14])#[N:11]. (4) Given the reactants [CH:1]1([N:5]2[CH2:10][CH2:9][CH:8]([O:11][C:12]3[CH:17]=[CH:16][C:15](I)=[CH:14][CH:13]=3)[CH2:7][CH2:6]2)[CH2:4][CH2:3][CH2:2]1.[N-:19]=[N+:20]=[N-:21].[Na+].CNCCNC.[O:29]=[C:30]1[O:36][C@H:35]([C@H:37](CO)O)[C:33]([O-])=[C:31]1O.[Na+], predict the reaction product. The product is: [CH:1]1([N:5]2[CH2:10][CH2:9][CH:8]([O:11][C:12]3[CH:17]=[CH:16][C:15]([N:19]4[CH:33]=[C:31]([C:30]([O:36][CH2:35][CH3:37])=[O:29])[N:21]=[N:20]4)=[CH:14][CH:13]=3)[CH2:7][CH2:6]2)[CH2:4][CH2:3][CH2:2]1. (5) The product is: [CH3:24][O:23][C:22]1[C:2]([C:39]2[CH:40]=[CH:41][C:36]([C:34]#[N:35])=[CH:37][CH:38]=2)=[CH:3][C:4]2[C:10]([C:11]3[CH:12]=[C:13]([CH:16]=[CH:17][CH:18]=3)[C:14]#[N:15])=[N:9][CH2:8][C:7](=[O:19])[N:6]([CH3:20])[C:5]=2[CH:21]=1. Given the reactants Br[C:2]1[C:22]([O:23][CH3:24])=[CH:21][C:5]2[N:6]([CH3:20])[C:7](=[O:19])[CH2:8][N:9]=[C:10]([C:11]3[CH:12]=[C:13]([CH:16]=[CH:17][CH:18]=3)[C:14]#[N:15])[C:4]=2[CH:3]=1.C1(B(O)O)C=CC=CC=1.[C:34]([C:36]1[CH:41]=[CH:40][C:39](B(O)O)=[CH:38][CH:37]=1)#[N:35], predict the reaction product.